Dataset: Full USPTO retrosynthesis dataset with 1.9M reactions from patents (1976-2016). Task: Predict the reactants needed to synthesize the given product. (1) Given the product [CH3:1][O:2][C:3]1[CH:11]=[CH:10][CH:9]=[C:8]2[C:4]=1[C:5]([N:12]1[C:53](=[O:54])[C:52]3[C:51](=[CH:59][CH:58]=[CH:57][CH:56]=3)[C:50]1=[O:55])=[N:6][NH:7]2, predict the reactants needed to synthesize it. The reactants are: [CH3:1][O:2][C:3]1[CH:11]=[CH:10][CH:9]=[C:8]2[C:4]=1[C:5]([NH2:12])=[N:6][NH:7]2.ClC1SC(S(N(S(C2SC(Cl)=CC=2)(=O)=O)C2C3C(=CC=CC=3OC)N(C(OC(C)(C)C)=O)N=2)(=O)=O)=CC=1.[C:50]1(=O)[O:55][C:53](=[O:54])[C:52]2=[CH:56][CH:57]=[CH:58][CH:59]=[C:51]12. (2) Given the product [F:1][C:2]1[CH:7]=[CH:6][CH:5]=[CH:4][C:3]=1[N:8]1[C:12]2[CH:13]=[CH:14][CH:15]=[CH:16][C:11]=2[N:10]([CH2:17][CH2:18][CH:19]([C:20]2[CH:21]=[CH:22][CH:23]=[CH:24][CH:25]=2)[NH:26][CH3:27])[S:9]1(=[O:36])=[O:35], predict the reactants needed to synthesize it. The reactants are: [F:1][C:2]1[CH:7]=[CH:6][CH:5]=[CH:4][C:3]=1[N:8]1[C:12]2[CH:13]=[CH:14][CH:15]=[CH:16][C:11]=2[N:10]([CH2:17][CH2:18][CH:19]([N:26](C)[C:27](=O)OC(C)(C)C)[C:20]2[CH:25]=[CH:24][CH:23]=[CH:22][CH:21]=2)[S:9]1(=[O:36])=[O:35].Cl. (3) Given the product [C:11](=[O:12])([O:9][CH:3]1[CH:4]2[CH2:7][CH2:8][N:1]([CH2:6][CH2:5]2)[CH2:2]1)[O:13][C:14]1[CH:15]=[CH:16][C:17]([N+:20]([O-:22])=[O:21])=[CH:18][CH:19]=1, predict the reactants needed to synthesize it. The reactants are: [N:1]12[CH2:8][CH2:7][CH:4]([CH2:5][CH2:6]1)[CH:3]([OH:9])[CH2:2]2.Cl[C:11]([O:13][C:14]1[CH:19]=[CH:18][C:17]([N+:20]([O-:22])=[O:21])=[CH:16][CH:15]=1)=[O:12]. (4) Given the product [Br:1][C:2]1[C:11]2[C:10]([CH3:12])([CH3:13])[CH2:9][CH2:8][CH2:7][C:6]=2[CH:5]=[C:4]([C:14](=[O:16])[CH3:15])[C:3]=1[O:17][CH3:18], predict the reactants needed to synthesize it. The reactants are: [Br:1][C:2]1[C:11]2[C:10]([CH3:13])([CH3:12])[CH2:9][CH2:8][CH2:7][C:6]=2[CH:5]=[C:4]([C:14](=[O:16])[CH3:15])[C:3]=1[OH:17].[C:18](=O)([O-])[O-].[K+].[K+].CI. (5) Given the product [NH2:1][C:2]1[CH:9]=[CH:8][C:7]([B:11]2[O:15][C:14]([CH3:17])([CH3:16])[C:13]([CH3:19])([CH3:18])[O:12]2)=[CH:6][C:3]=1[C:4]#[N:5], predict the reactants needed to synthesize it. The reactants are: [NH2:1][C:2]1[CH:9]=[CH:8][C:7](Br)=[CH:6][C:3]=1[C:4]#[N:5].[B:11]1([B:11]2[O:15][C:14]([CH3:17])([CH3:16])[C:13]([CH3:19])([CH3:18])[O:12]2)[O:15][C:14]([CH3:17])([CH3:16])[C:13]([CH3:19])([CH3:18])[O:12]1.C([O-])(=O)C.[K+].ClCCl. (6) Given the product [C:1]([O:5][C:6]([N:8]([CH3:10])[NH:9][C:16]1[CH:17]=[C:12]([Cl:11])[CH:13]=[CH:14][C:15]=1[Cl:18])=[O:7])([CH3:4])([CH3:3])[CH3:2], predict the reactants needed to synthesize it. The reactants are: [C:1]([O:5][C:6]([N:8]([CH3:10])[NH2:9])=[O:7])([CH3:4])([CH3:3])[CH3:2].[Cl:11][C:12]1[CH:17]=[CH:16][C:15]([Cl:18])=[CH:14][C:13]=1B(O)O.C(N(CC)CC)C. (7) Given the product [F:36][C:33]1[CH:32]=[CH:31][C:30]([CH:18]([C:19]2[CH:24]=[CH:23][C:22]([C:25]3[CH:29]=[N:28][NH:27][CH:26]=3)=[CH:21][CH:20]=2)[CH2:17][NH:16][CH3:15])=[CH:35][CH:34]=1, predict the reactants needed to synthesize it. The reactants are: [H-].[Al+3].[Li+].[H-].[H-].[H-].C(O[C:15](=O)[NH:16][CH2:17][CH:18]([C:30]1[CH:35]=[CH:34][C:33]([F:36])=[CH:32][CH:31]=1)[C:19]1[CH:24]=[CH:23][C:22]([C:25]2[CH:26]=[N:27][NH:28][CH:29]=2)=[CH:21][CH:20]=1)C1C=CC=CC=1.